Dataset: Cav3 T-type calcium channel HTS with 100,875 compounds. Task: Binary Classification. Given a drug SMILES string, predict its activity (active/inactive) in a high-throughput screening assay against a specified biological target. (1) The compound is Clc1cc(NC(=O)C2CCCN(S(=O)(=O)c3[nH]cnc3)C2)ccc1. The result is 0 (inactive). (2) The molecule is O1C(CCC1)C(=O)Nc1ccc(cc1)c1oc2c(n1)cccc2. The result is 0 (inactive). (3) The result is 0 (inactive). The molecule is S(=O)(=O)(NCC1CCC(CC1)C(=O)N1CC(CCC1)C(OCC)=O)c1ccc(NC(=O)C)cc1. (4) The result is 0 (inactive). The molecule is O=C(Nc1c(c(ccc1)C(OC)=O)C)Cc1ccc(OC)cc1. (5) The drug is Clc1c(CSc2oc(nn2)CCCCCN)ccc(Cl)c1. The result is 0 (inactive). (6) The compound is Clc1cc(NC(=O)C(Sc2[nH]c(=O)c(Cc3ccccc3)c(O)n2)C)ccc1. The result is 0 (inactive).